From a dataset of Catalyst prediction with 721,799 reactions and 888 catalyst types from USPTO. Predict which catalyst facilitates the given reaction. (1) Reactant: [N+:1]([C:4]1[CH:9]=[CH:8][C:7]([O:10][CH2:11][CH2:12][NH:13][CH3:14])=[CH:6][CH:5]=1)([O-:3])=[O:2].N1C=CC=CC=1.[F:28][C:27]([F:30])([F:29])[C:26](O[C:26](=[O:31])[C:27]([F:30])([F:29])[F:28])=[O:31].Cl. Product: [N+:1]([C:4]1[CH:5]=[CH:6][C:7]([O:10][CH2:11][CH2:12][N:13]([CH3:14])[C:26](=[O:31])[C:27]([F:28])([F:29])[F:30])=[CH:8][CH:9]=1)([O-:3])=[O:2]. The catalyst class is: 4. (2) Reactant: [NH2:1][CH2:2][C@H:3]1[CH2:8][CH2:7][C@H:6]([C:9]([OH:11])=[O:10])[CH2:5][CH2:4]1.C([O-])([O-])=O.[K+].[K+].[CH2:18](Br)[C:19]1[CH:24]=[CH:23][CH:22]=[CH:21][CH:20]=1. Product: [CH2:18]([N:1]([CH2:2][C@H:3]1[CH2:4][CH2:5][C@H:6]([C:9]([OH:11])=[O:10])[CH2:7][CH2:8]1)[CH2:2][C:3]1[CH:8]=[CH:7][CH:6]=[CH:5][CH:4]=1)[C:19]1[CH:24]=[CH:23][CH:22]=[CH:21][CH:20]=1. The catalyst class is: 5. (3) Reactant: [Cl:1][C:2]1[CH:3]=[C:4]([C:12]2[O:16][N:15]=[C:14]([C:17]3[CH:18]=[CH:19][C:20]4[O:26][CH2:25][CH:24]([CH2:27][OH:28])[N:23](C(OC(C)(C)C)=O)[CH2:22][C:21]=4[CH:36]=3)[N:13]=2)[CH:5]=[CH:6][C:7]=1[O:8][CH:9]([CH3:11])[CH3:10].O1CCOCC1. Product: [ClH:1].[Cl:1][C:2]1[CH:3]=[C:4]([C:12]2[O:16][N:15]=[C:14]([C:17]3[CH:18]=[CH:19][C:20]4[O:26][CH2:25][CH:24]([CH2:27][OH:28])[NH:23][CH2:22][C:21]=4[CH:36]=3)[N:13]=2)[CH:5]=[CH:6][C:7]=1[O:8][CH:9]([CH3:11])[CH3:10]. The catalyst class is: 33. (4) Reactant: [F:1][C:2]([F:41])([F:40])[C:3]([N:5]([C@H:18]1[CH2:23][CH2:22][C@H:21]([CH:24]([OH:39])[CH2:25][NH:26][S:27]([C:30]2[CH:35]=[CH:34][CH:33]=[CH:32][C:31]=2[N+:36]([O-:38])=[O:37])(=[O:29])=[O:28])[CH2:20][CH2:19]1)[CH2:6][C:7]1[CH:8]=[CH:9][C:10]2[O:11][CH2:12][C:13](=[O:17])[NH:14][C:15]=2[N:16]=1)=[O:4].C(N(CC)CC)C.[CH3:49][S:50](Cl)(=[O:52])=[O:51].CN(C1C=CC=CN=1)C. Product: [CH3:49][S:50]([O:39][CH:24]([C@H:21]1[CH2:22][CH2:23][C@H:18]([N:5]([CH2:6][C:7]2[CH:8]=[CH:9][C:10]3[O:11][CH2:12][C:13](=[O:17])[NH:14][C:15]=3[N:16]=2)[C:3](=[O:4])[C:2]([F:1])([F:40])[F:41])[CH2:19][CH2:20]1)[CH2:25][NH:26][S:27]([C:30]1[CH:35]=[CH:34][CH:33]=[CH:32][C:31]=1[N+:36]([O-:38])=[O:37])(=[O:28])=[O:29])(=[O:52])=[O:51]. The catalyst class is: 2. (5) Reactant: [C:1]([O:5][C:6]([N:8]1[CH2:13][CH2:12][CH2:11][C@@H:10]([N:14]([C:32]2[C:37]([CH3:38])=[CH:36][CH:35]=[CH:34][N+:33]=2[O-])[C:15](=[O:31])[C:16]2[CH:21]=[CH:20][C:19]([C:22]3[CH:23]=[N:24][N:25]4[CH:30]=[CH:29][CH:28]=[N:27][C:26]=34)=[CH:18][CH:17]=2)[CH2:9]1)=[O:7])([CH3:4])([CH3:3])[CH3:2].C(OC(N1CCC[C@@H](NC2C(C)=CC=C[N+]=2[O-])C1)=O)(C)(C)C.B(O)(O)B(O)O.O. Product: [CH3:38][C:37]1[C:32]([N:14]([C@@H:10]2[CH2:11][CH2:12][CH2:13][N:8]([C:6]([O:5][C:1]([CH3:4])([CH3:3])[CH3:2])=[O:7])[CH2:9]2)[C:15](=[O:31])[C:16]2[CH:17]=[CH:18][C:19]([C:22]3[CH:23]=[N:24][N:25]4[CH:30]=[CH:29][CH:28]=[N:27][C:26]=34)=[CH:20][CH:21]=2)=[N:33][CH:34]=[CH:35][CH:36]=1. The catalyst class is: 10. (6) Reactant: [Cl:1][C:2]1[CH:7]=[CH:6][CH:5]=[C:4]([F:8])[C:3]=1[N:9]1[C:18](=[O:19])[C:17]2[C:12](=[N:13][C:14](SC)=[N:15][CH:16]=2)[N:11]2[CH:22]=[CH:23][N:24]=[C:10]12.ClC1C=C(C=CC=1)C(OO)=O.[NH2:36][C:37]1[CH:38]=[N:39][C:40]2[CH2:41][CH2:42][N:43]([C:47]([O:49][C:50]([CH3:53])([CH3:52])[CH3:51])=[O:48])[CH2:44][C:45]=2[CH:46]=1. Product: [C:50]([O:49][C:47]([N:43]1[CH2:42][CH2:41][C:40]2[N:39]=[CH:38][C:37]([NH:36][C:14]3[N:13]=[C:12]4[C:17]([C:18](=[O:19])[N:9]([C:3]5[C:4]([F:8])=[CH:5][CH:6]=[CH:7][C:2]=5[Cl:1])[C:10]5[N:11]4[CH:22]=[CH:23][N:24]=5)=[CH:16][N:15]=3)=[CH:46][C:45]=2[CH2:44]1)=[O:48])([CH3:53])([CH3:51])[CH3:52]. The catalyst class is: 124. (7) Reactant: [NH2:1][C:2]1[C:7]([C:8]([F:11])([F:10])[F:9])=[CH:6][CH:5]=[CH:4][C:3]=1[C:12]([C:14]1[CH:19]=[CH:18][CH:17]=[C:16]([OH:20])[CH:15]=1)=O.[CH:21](=O)[CH2:22][CH2:23][CH3:24].C1(S(O)(=O)=O)C=CC=CC=1. Product: [CH2:23]([C:22]1[CH:21]=[N:1][C:2]2[C:3]([C:12]=1[C:14]1[CH:15]=[C:16]([OH:20])[CH:17]=[CH:18][CH:19]=1)=[CH:4][CH:5]=[CH:6][C:7]=2[C:8]([F:11])([F:10])[F:9])[CH3:24]. The catalyst class is: 11. (8) Reactant: [CH2:1]([Li])[CH2:2][CH2:3][CH3:4].[CH3:6][CH2:7][CH2:8][CH2:9][CH2:10][CH3:11].C(NC(C)C)(C)C.C([N-]C(C)C)(C)C.[Li+].C(OC[C@H]([O:39][C:40](=[O:45])[CH2:41][CH:42]([CH3:44])[CH3:43])C=C)C1C=CC=CC=1.C[Si](Cl)(C)C.[CH3:51][OH:52]. Product: [CH2:51]([O:52][CH2:1]/[CH:2]=[CH:3]/[CH2:4][C@@H:41]([CH:42]([CH3:44])[CH3:43])[C:40]([OH:45])=[O:39])[C:8]1[CH:7]=[CH:6][CH:11]=[CH:10][CH:9]=1. The catalyst class is: 7. (9) Reactant: [Br:1][C:2]1[C:3]([CH2:12][CH3:13])=[C:4]([N+:9]([O-])=O)[C:5]([Cl:8])=[N:6][CH:7]=1.[NH4+].[Cl-]. Product: [Br:1][C:2]1[C:3]([CH2:12][CH3:13])=[C:4]([NH2:9])[C:5]([Cl:8])=[N:6][CH:7]=1. The catalyst class is: 314. (10) Reactant: COC1C=CC(C(O[O:10][C:11]2[CH:16]=[CH:15][CH:14]=[C:13]([NH:17][C:18](=[O:27])[C:19]3[CH:24]=[CH:23][C:22]([O:25][CH3:26])=[CH:21][CH:20]=3)[C:12]=2[NH:28][C:29](=[O:38])[C:30]2[CH:35]=[CH:34][C:33]([O:36][CH3:37])=[CH:32][CH:31]=2)=O)=CC=1.[OH-].[Na+]. Product: [CH3:37][O:36][C:33]1[CH:32]=[CH:31][C:30]([C:29]([NH:28][C:12]2[C:13]([NH:17][C:18](=[O:27])[C:19]3[CH:24]=[CH:23][C:22]([O:25][CH3:26])=[CH:21][CH:20]=3)=[CH:14][CH:15]=[CH:16][C:11]=2[OH:10])=[O:38])=[CH:35][CH:34]=1. The catalyst class is: 5.